This data is from Full USPTO retrosynthesis dataset with 1.9M reactions from patents (1976-2016). The task is: Predict the reactants needed to synthesize the given product. (1) Given the product [C:38]1([C:28]2[CH:29]=[C:30]([C:32]3[CH:37]=[CH:36][CH:35]=[CH:34][CH:33]=3)[N:31]=[C:26]([C:21]3[CH:20]=[C:19]([C:59]4[CH:58]=[CH:57][C:56]([C:51]5[CH:52]=[CH:53][CH:54]=[CH:55][N:50]=5)=[CH:61][CH:60]=4)[CH:24]=[C:23]([C:13]4[C:14]5[C:5]([C:6]6[CH:7]=[CH:8][CH:9]=[CH:10][C:11]=6[CH:12]=4)=[CH:4][CH:3]=[CH:2][CH:1]=5)[CH:22]=3)[N:27]=2)[CH:43]=[CH:42][CH:41]=[CH:40][CH:39]=1, predict the reactants needed to synthesize it. The reactants are: [CH:1]1[C:14]2[CH:13]=[C:12](B(O)O)[C:11]3[C:6](=[CH:7][CH:8]=[CH:9][CH:10]=3)[C:5]=2[CH:4]=[CH:3][CH:2]=1.Br[C:19]1[CH:20]=[C:21]([C:26]2[N:31]=[C:30]([C:32]3[CH:37]=[CH:36][CH:35]=[CH:34][CH:33]=3)[CH:29]=[C:28]([C:38]3[CH:43]=[CH:42][CH:41]=[CH:40][CH:39]=3)[N:27]=2)[CH:22]=[C:23](Br)[CH:24]=1.C([O-])([O-])=O.[K+].[K+].[N:50]1[CH:55]=[CH:54][CH:53]=[CH:52][C:51]=1[C:56]1[CH:61]=[CH:60][C:59](B(O)O)=[CH:58][CH:57]=1. (2) Given the product [Cl:1][C:2]1[CH:17]=[CH:16][C:5]([O:6][C:7]2[CH:15]=[CH:14][C:10]([C:11]([N:23]([O:22][CH3:21])[CH3:24])=[O:12])=[CH:9][CH:8]=2)=[C:4]([N+:18]([O-:20])=[O:19])[CH:3]=1, predict the reactants needed to synthesize it. The reactants are: [Cl:1][C:2]1[CH:17]=[CH:16][C:5]([O:6][C:7]2[CH:15]=[CH:14][C:10]([C:11](Cl)=[O:12])=[CH:9][CH:8]=2)=[C:4]([N+:18]([O-:20])=[O:19])[CH:3]=1.[CH3:21][O:22][NH:23][CH3:24]. (3) Given the product [OH:1][CH:2]1[CH:7]([C:8]2[CH:9]=[CH:10][C:11]([O:14][C:25]3[CH:30]=[CH:29][CH:28]=[CH:27][CH:26]=3)=[CH:12][CH:13]=2)[CH2:6][CH2:5][N:4]([C:15]([O:17][CH2:18][C:19]2[CH:20]=[CH:21][CH:22]=[CH:23][CH:24]=2)=[O:16])[CH2:3]1, predict the reactants needed to synthesize it. The reactants are: [OH:1][CH:2]1[CH:7]([C:8]2[CH:13]=[CH:12][C:11]([OH:14])=[CH:10][CH:9]=2)[CH2:6][CH2:5][N:4]([C:15]([O:17][CH2:18][C:19]2[CH:24]=[CH:23][CH:22]=[CH:21][CH:20]=2)=[O:16])[CH2:3]1.[C:25]1(OB(O)O)[CH:30]=[CH:29][CH:28]=[CH:27][CH:26]=1.C(N(CC)CC)C. (4) Given the product [CH3:2][CH2:1][O:3][C:4]([C:6]1[N:7]=[C:8]([C@@H:11]2[O:24][CH2:25][N:17]([S:18]([C:20]([CH3:21])([CH3:22])[CH3:23])=[O:19])[CH:13]([CH:14]([CH3:15])[CH3:16])[CH2:12]2)[S:9][CH:10]=1)=[O:5], predict the reactants needed to synthesize it. The reactants are: [CH2:1]([O:3][C:4]([C:6]1[N:7]=[C:8]([C@H:11]([OH:24])[CH2:12][C@@H:13]([NH:17][S@:18]([C:20]([CH3:23])([CH3:22])[CH3:21])=[O:19])[CH:14]([CH3:16])[CH3:15])[S:9][CH:10]=1)=[O:5])[CH3:2].[CH2:25]=O. (5) Given the product [CH3:17][N:13]1[C:14]([CH3:16])=[CH:15][C:11]([NH:10][C:4]2[C:5](=[O:9])[N:6]([CH3:8])[CH:7]=[C:2]([B:21]3[O:22][C:23]([CH3:25])([CH3:24])[C:19]([CH3:35])([CH3:18])[O:20]3)[CH:3]=2)=[N:12]1, predict the reactants needed to synthesize it. The reactants are: Br[C:2]1[CH:3]=[C:4]([NH:10][C:11]2[CH:15]=[C:14]([CH3:16])[N:13]([CH3:17])[N:12]=2)[C:5](=[O:9])[N:6]([CH3:8])[CH:7]=1.[CH3:18][C:19]1([CH3:35])[C:23]([CH3:25])([CH3:24])[O:22][B:21]([B:21]2[O:22][C:23]([CH3:25])([CH3:24])[C:19]([CH3:35])([CH3:18])[O:20]2)[O:20]1.C([O-])(=O)C.[K+].C(Cl)Cl. (6) Given the product [ClH:3].[Cl:2][C:4]1[S:8][C:7]([C:9]([N:11]([CH2:22][C@@H:23]2[O:27][C:26](=[O:28])[N:25]([C:29]3[CH:34]=[CH:33][C:32]([N:35]4[CH2:40][CH2:39][O:38][CH2:37][C:36]4=[O:41])=[CH:31][CH:30]=3)[CH2:24]2)[C@@:12]([C:19]([OH:21])=[O:20])([CH:5]([CH3:6])[CH3:4])[NH:13][CH2:14][CH2:15][CH2:16][CH2:7][CH:9]=[O:10])=[O:10])=[CH:6][CH:5]=1, predict the reactants needed to synthesize it. The reactants are: [Cs].[ClH:2].[Cl:3][C:4]1[S:8][C:7]([C:9]([N:11]([CH2:22][C@@H:23]2[O:27][C:26](=[O:28])[N:25]([C:29]3[CH:34]=[CH:33][C:32]([N:35]4[CH2:40][CH2:39][O:38][CH2:37][C:36]4=[O:41])=[CH:31][CH:30]=3)[CH2:24]2)[CH:12]([C:19]([OH:21])=[O:20])[NH:13][CH2:14][CH2:15][CH2:16]C=O)=[O:10])=[CH:6][CH:5]=1.